Dataset: Forward reaction prediction with 1.9M reactions from USPTO patents (1976-2016). Task: Predict the product of the given reaction. (1) Given the reactants C(=O)([O-])[O-].[Cs+].[Cs+].[NH:7]1[CH2:12][CH2:11][CH2:10][CH:9]([NH:13][C:14](=[O:29])[CH2:15][C:16]2[S:20][C:19]([C:21]3[CH:26]=[CH:25][C:24]([Cl:27])=[CH:23][CH:22]=3)=[N:18][C:17]=2[CH3:28])[CH2:8]1.I[C:31]1[CH:40]=[CH:39][CH:38]=[CH:37][C:32]=1[C:33]([O:35][CH3:36])=[O:34], predict the reaction product. The product is: [Cl:27][C:24]1[CH:23]=[CH:22][C:21]([C:19]2[S:20][C:16]([CH2:15][C:14]([NH:13][CH:9]3[CH2:10][CH2:11][CH2:12][N:7]([C:31]4[CH:40]=[CH:39][CH:38]=[CH:37][C:32]=4[C:33]([O:35][CH3:36])=[O:34])[CH2:8]3)=[O:29])=[C:17]([CH3:28])[N:18]=2)=[CH:26][CH:25]=1. (2) Given the reactants O1C[CH2:5][CH:4]([O:7][CH2:8][CH:9]2[CH2:14][CH2:13][N:12]([C:15]3[CH:16]=[CH:17][C:18]4[N:19]([C:21]([C:24]([F:27])([F:26])[F:25])=[N:22][N:23]=4)[N:20]=3)[CH2:11][CH2:10]2)[CH2:3]C1.O.[C:29]1(C)C=CC(S(O)(=O)=O)=CC=1.CC(C)=C, predict the reaction product. The product is: [C:4]([O:7][CH2:8][CH:9]1[CH2:10][CH2:11][N:12]([C:15]2[CH:16]=[CH:17][C:18]3[N:19]([C:21]([C:24]([F:27])([F:25])[F:26])=[N:22][N:23]=3)[N:20]=2)[CH2:13][CH2:14]1)([CH3:5])([CH3:29])[CH3:3]. (3) Given the reactants [Cl:1][C:2]1[CH:7]=[C:6]([CH3:8])[N:5]=[C:4]([NH2:9])[N:3]=1.Br[CH2:11][C:12](=O)[C:13]([O:15][CH2:16][CH3:17])=[O:14].C(OCC)(=O)C.C(=O)([O-])O.[Na+], predict the reaction product. The product is: [Cl:1][C:2]1[CH:7]=[C:6]([CH3:8])[N:5]2[CH:11]=[C:12]([C:13]([O:15][CH2:16][CH3:17])=[O:14])[N:9]=[C:4]2[N:3]=1. (4) Given the reactants Br[C:2]1[CH:12]=[CH:11][C:5]([C:6]([O:8][CH2:9][CH3:10])=[O:7])=[C:4]([Cl:13])[CH:3]=1.[CH2:14]([Sn](CCCC)(CCCC)C=C)[CH2:15]CC, predict the reaction product. The product is: [Cl:13][C:4]1[CH:3]=[C:2]([CH:14]=[CH2:15])[CH:12]=[CH:11][C:5]=1[C:6]([O:8][CH2:9][CH3:10])=[O:7]. (5) Given the reactants [CH3:1][C:2]1[C:6]([C:7]([O:9][CH2:10][CH3:11])=[O:8])=[CH:5][NH:4][N:3]=1.Cl[C:13]1[CH:18]=[CH:17][C:16]([C:19]([F:22])([F:21])[F:20])=[CH:15][N:14]=1.C(=O)([O-])[O-].[K+].[K+].Cl, predict the reaction product. The product is: [CH3:1][C:2]1[C:6]([C:7]([O:9][CH2:10][CH3:11])=[O:8])=[CH:5][N:4]([C:13]2[CH:18]=[CH:17][C:16]([C:19]([F:22])([F:21])[F:20])=[CH:15][N:14]=2)[N:3]=1. (6) Given the reactants O=[CH:2][CH2:3][N:4]([CH2:10][CH:11]=[CH2:12])[C:5](=[O:9])[O:6][CH2:7][CH3:8].[C:13]1([C@H:19]([NH:21][CH2:22]C(O)=O)[CH3:20])[CH:18]=[CH:17][CH:16]=[CH:15][CH:14]=1, predict the reaction product. The product is: [C:13]1([C@H:19]([N:21]2[C@@H:2]3[C@@H:11]([CH2:10][N:4]([C:5]([O:6][CH2:7][CH3:8])=[O:9])[CH2:3]3)[CH2:12][CH2:22]2)[CH3:20])[CH:18]=[CH:17][CH:16]=[CH:15][CH:14]=1. (7) Given the reactants [BH4-].[Li+].CO.C([O:7][C:8](=O)[C:9]([CH3:38])([C:32]1[CH:37]=[CH:36][CH:35]=[CH:34][CH:33]=1)[CH2:10][CH2:11][CH2:12][CH2:13][O:14][CH2:15][CH2:16][CH2:17][CH2:18][C:19]([C:27](OCC)=[O:28])([C:21]1[CH:26]=[CH:25][CH:24]=[CH:23][CH:22]=1)[CH3:20])C.[NH4+].[Cl-], predict the reaction product. The product is: [OH:7][CH2:8][C:9]([CH3:38])([C:32]1[CH:37]=[CH:36][CH:35]=[CH:34][CH:33]=1)[CH2:10][CH2:11][CH2:12][CH2:13][O:14][CH2:15][CH2:16][CH2:17][CH2:18][C:19]([CH3:20])([C:21]1[CH:26]=[CH:25][CH:24]=[CH:23][CH:22]=1)[CH2:27][OH:28].